This data is from Catalyst prediction with 721,799 reactions and 888 catalyst types from USPTO. The task is: Predict which catalyst facilitates the given reaction. (1) Reactant: CC([O-])(C)C.[K+].[CH2:7]([O:14][C:15]1[CH:20]=[CH:19][CH:18]=[CH:17][CH:16]=1)[C:8]1[CH:13]=[CH:12][CH:11]=[CH:10][CH:9]=1.[SiH:21]([CH2:26][CH3:27])([CH2:24][CH3:25])[CH2:22][CH3:23]. Product: [CH2:22]([Si:21]([CH2:26][CH3:27])([CH2:24][CH3:25])[CH:7]([O:14][C:15]1[CH:20]=[CH:19][CH:18]=[CH:17][CH:16]=1)[C:8]1[CH:13]=[CH:12][CH:11]=[CH:10][CH:9]=1)[CH3:23]. The catalyst class is: 1. (2) Reactant: [Si]([O:8][CH2:9][C:10]1[CH:11]=[C:12]([C:16]2[N:21]=[C:20]([C:22]([NH:24][C:25]3[C:26]([CH3:36])=[CH:27][C:28]([C:32]([O:34][CH3:35])=[O:33])=[N:29][C:30]=3[CH3:31])=[O:23])[C:19]([CH3:37])=[CH:18][CH:17]=2)[CH:13]=[CH:14][CH:15]=1)(C(C)(C)C)(C)C.[N+](CCCC)(CCCC)(CCCC)CCCC.[F-]. Product: [OH:8][CH2:9][C:10]1[CH:11]=[C:12]([C:16]2[N:21]=[C:20]([C:22]([NH:24][C:25]3[C:26]([CH3:36])=[CH:27][C:28]([C:32]([O:34][CH3:35])=[O:33])=[N:29][C:30]=3[CH3:31])=[O:23])[C:19]([CH3:37])=[CH:18][CH:17]=2)[CH:13]=[CH:14][CH:15]=1. The catalyst class is: 1. (3) Reactant: [CH:1]1([NH:4][C:5]([NH:7][C:8]2[CH:13]=[CH:12][C:11]([O:14][C:15]3[CH:20]=[CH:19][N:18]=[C:17]4[CH:21]=[C:22](I)[S:23][C:16]=34)=[C:10]([F:25])[CH:9]=2)=[O:6])[CH2:3][CH2:2]1.[C:26]([N:33]1[CH2:38][CH:37]=[C:36](B2OC(C)(C)C(C)(C)O2)[CH2:35][CH2:34]1)([O:28][C:29]([CH3:32])([CH3:31])[CH3:30])=[O:27].C([O-])(O)=O.[Na+]. Product: [CH:1]1([NH:4][C:5](=[O:6])[NH:7][C:8]2[CH:13]=[CH:12][C:11]([O:14][C:15]3[CH:20]=[CH:19][N:18]=[C:17]4[CH:21]=[C:22]([C:36]5[CH2:37][CH2:38][N:33]([C:26]([O:28][C:29]([CH3:32])([CH3:31])[CH3:30])=[O:27])[CH2:34][CH:35]=5)[S:23][C:16]=34)=[C:10]([F:25])[CH:9]=2)[CH2:3][CH2:2]1. The catalyst class is: 108. (4) Reactant: BrC1C=C(N[C:9](=[O:15])[O:10][C:11]([CH3:14])([CH3:13])[CH3:12])C=CC=1.Cl.[Br:17][C:18]1[CH:19]=[C:20]([CH:23]=[CH:24][CH:25]=1)[CH2:21][NH2:22].ClCCl.C(OC(OC(C)(C)C)=O)(OC(C)(C)C)=O. Product: [Br:17][C:18]1[CH:19]=[C:20]([CH:23]=[CH:24][CH:25]=1)[CH2:21][NH:22][C:9](=[O:15])[O:10][C:11]([CH3:14])([CH3:13])[CH3:12]. The catalyst class is: 66. (5) Reactant: I[C:2]1[CH:11]=[CH:10][C:5]([O:6][CH2:7][CH2:8][OH:9])=[C:4]([C:12]([CH3:14])=[CH2:13])[CH:3]=1.[Cl:15][C:16]1[CH:21]=[CH:20][C:19]([C:22]2[CH:23]=[CH:24][C:25]([C:28]#[CH:29])=[N:26][CH:27]=2)=[CH:18][CH:17]=1. Product: [Cl:15][C:16]1[CH:17]=[CH:18][C:19]([C:22]2[CH:23]=[CH:24][C:25]([C:28]#[C:29][C:2]3[CH:11]=[CH:10][C:5]([O:6][CH2:7][CH2:8][OH:9])=[C:4]([C:12]([CH3:14])=[CH2:13])[CH:3]=3)=[N:26][CH:27]=2)=[CH:20][CH:21]=1. The catalyst class is: 25. (6) Product: [N+:17]([C:10]1[C:11]([O:15][CH3:16])=[C:12]([O:13][CH3:14])[C:3]([O:2][CH3:1])=[CH:4][C:5]=1[C:6]([O:8][CH3:9])=[O:7])([O-:19])=[O:18]. The catalyst class is: 152. Reactant: [CH3:1][O:2][C:3]1[CH:4]=[C:5]([CH:10]=[C:11]([O:15][CH3:16])[C:12]=1[O:13][CH3:14])[C:6]([O:8][CH3:9])=[O:7].[N+:17]([O-])([OH:19])=[O:18].